This data is from Reaction yield outcomes from USPTO patents with 853,638 reactions. The task is: Predict the reaction yield, written as a fraction of the theoretical maximum amount of product (1.0 means a 100% yield; for example, 0.34 means a 34% yield). The reactants are Br[C:2]1[CH:7]=[CH:6][C:5]([N:8]([C:13]2[C:32]([CH:33]3[CH2:35][CH2:34]3)=[CH:31][C:16]3[C:17]([C:27]([NH:29][CH3:30])=[O:28])=[C:18]([C:20]4[CH:25]=[CH:24][C:23]([Cl:26])=[CH:22][CH:21]=4)[O:19][C:15]=3[CH:14]=2)[S:9]([CH3:12])(=[O:11])=[O:10])=[CH:4][C:3]=1[C:36]#[N:37].C([O-])(=O)C.[K+].[B:43]1([B:43]2[O:47][C:46]([CH3:49])([CH3:48])[C:45]([CH3:51])([CH3:50])[O:44]2)[O:47][C:46]([CH3:49])([CH3:48])[C:45]([CH3:51])([CH3:50])[O:44]1.B(O)O. The catalyst is O1CCOCC1.C1C=CC(P(C2C=CC=CC=2)[C-]2C=CC=C2)=CC=1.C1C=CC(P(C2C=CC=CC=2)[C-]2C=CC=C2)=CC=1.Cl[Pd]Cl.[Fe+2].C(Cl)Cl. The product is [Cl:26][C:23]1[CH:24]=[CH:25][C:20]([C:18]2[O:19][C:15]3[CH:14]=[C:13]([N:8]([C:5]4[CH:6]=[CH:7][C:2]([B:43]5[O:47][C:46]([CH3:49])([CH3:48])[C:45]([CH3:51])([CH3:50])[O:44]5)=[C:3]([C:36]#[N:37])[CH:4]=4)[S:9]([CH3:12])(=[O:11])=[O:10])[C:32]([CH:33]4[CH2:34][CH2:35]4)=[CH:31][C:16]=3[C:17]=2[C:27]([NH:29][CH3:30])=[O:28])=[CH:21][CH:22]=1. The yield is 0.470.